Predict the product of the given reaction. From a dataset of Forward reaction prediction with 1.9M reactions from USPTO patents (1976-2016). (1) Given the reactants [NH2:1][CH:2]1[CH2:7][CH2:6][N:5]([CH2:8][C:9]2[CH:14]=[CH:13][CH:12]=[CH:11][CH:10]=2)[CH2:4][CH2:3]1.N1C=CC=CC=1.[CH3:21][S:22](Cl)(=[O:24])=[O:23].O, predict the reaction product. The product is: [CH2:8]([N:5]1[CH2:6][CH2:7][CH:2]([NH:1][S:22]([CH3:21])(=[O:24])=[O:23])[CH2:3][CH2:4]1)[C:9]1[CH:14]=[CH:13][CH:12]=[CH:11][CH:10]=1. (2) Given the reactants Br[C:2]1[C:3]([F:19])=[CH:4][C:5]2[O:11][CH2:10][CH2:9][N:8]3[CH:12]=[C:13]([C:15]([NH2:17])=[O:16])[N:14]=[C:7]3[C:6]=2[CH:18]=1.[F:20][CH2:21][C:22]([CH3:26])([OH:25])[C:23]#[CH:24], predict the reaction product. The product is: [F:19][C:3]1[C:2]([C:24]#[C:23][C:22]([OH:25])([CH3:26])[CH2:21][F:20])=[CH:18][C:6]2[C:7]3[N:8]([CH:12]=[C:13]([C:15]([NH2:17])=[O:16])[N:14]=3)[CH2:9][CH2:10][O:11][C:5]=2[CH:4]=1. (3) Given the reactants [N:1]1([C:6]2[N:11]=[C:10]([NH:12][CH2:13][CH2:14][NH:15][C:16]3[C:17](=[O:23])[C:18](=[O:22])[C:19]=3OC)[CH:9]=[C:8]([N:24]3[CH2:28][CH2:27][CH2:26][CH2:25]3)[N:7]=2)[CH2:5][CH2:4][CH2:3][CH2:2]1.[CH2:29]([NH2:33])[CH2:30][CH2:31][CH3:32], predict the reaction product. The product is: [CH2:29]([NH:33][C:19]1[C:18](=[O:22])[C:17](=[O:23])[C:16]=1[NH:15][CH2:14][CH2:13][NH:12][C:10]1[CH:9]=[C:8]([N:24]2[CH2:25][CH2:26][CH2:27][CH2:28]2)[N:7]=[C:6]([N:1]2[CH2:5][CH2:4][CH2:3][CH2:2]2)[N:11]=1)[CH2:30][CH2:31][CH3:32]. (4) The product is: [C:1]([C:5]1[O:9][C:8](=[N:10][C:52](=[O:53])[C:51]2[CH:55]=[C:47]([Cl:46])[CH:48]=[CH:49][C:50]=2[O:56][CH3:57])[N:7]([CH2:11][C@H:12]2[CH2:16][CH2:15][CH2:14][O:13]2)[CH:6]=1)([CH3:4])([CH3:2])[CH3:3]. Given the reactants [C:1]([C:5]1[O:9][C:8](=[NH:10])[N:7]([CH2:11][C@H:12]2[CH2:16][CH2:15][CH2:14][O:13]2)[CH:6]=1)([CH3:4])([CH3:3])[CH3:2].CCN=C=NCCCN(C)C.Cl.ON1C2C=CC=CC=2N=N1.C(N(CC)CC)C.[Cl:46][C:47]1[CH:48]=[CH:49][C:50]([O:56][CH3:57])=[C:51]([CH:55]=1)[C:52](O)=[O:53], predict the reaction product. (5) Given the reactants [CH3:1][O:2][C:3]1[C:12]2[C:7](=[CH:8][CH:9]=[CH:10][CH:11]=2)[C:6]([NH:13][S:14]([C:17]2SC=CC=2)(=[O:16])=[O:15])=[CH:5][C:4]=1[S:22][CH2:23][C:24]([O:26][CH3:27])=[O:25].CS(Cl)(=O)=O, predict the reaction product. The product is: [CH3:1][O:2][C:3]1[C:12]2[C:7](=[CH:8][CH:9]=[CH:10][CH:11]=2)[C:6]([NH:13][S:14]([CH3:17])(=[O:16])=[O:15])=[CH:5][C:4]=1[S:22][CH2:23][C:24]([O:26][CH3:27])=[O:25]. (6) Given the reactants C[O:2][C:3]1[CH:8]=[C:7]2[O:9][CH2:10][CH2:11][C:12]3([N:17]4[CH:18]=[N:19][CH:20]=[C:16]4[CH2:15][CH2:14][CH2:13]3)[C:6]2=[CH:5][CH:4]=1.C[Si](I)(C)C.CO, predict the reaction product. The product is: [CH:20]1[N:19]=[CH:18][N:17]2[C:12]3([C:6]4[C:7](=[CH:8][C:3]([OH:2])=[CH:4][CH:5]=4)[O:9][CH2:10][CH2:11]3)[CH2:13][CH2:14][CH2:15][C:16]=12.